Regression. Given a peptide amino acid sequence and an MHC pseudo amino acid sequence, predict their binding affinity value. This is MHC class I binding data. From a dataset of Peptide-MHC class I binding affinity with 185,985 pairs from IEDB/IMGT. (1) The peptide sequence is MVDESMMMS. The MHC is HLA-A24:03 with pseudo-sequence HLA-A24:03. The binding affinity (normalized) is 0.0525. (2) The peptide sequence is EQRLPLLPK. The MHC is HLA-A68:01 with pseudo-sequence HLA-A68:01. The binding affinity (normalized) is 0.302. (3) The binding affinity (normalized) is 0.0847. The peptide sequence is VVRVRRELL. The MHC is HLA-B39:01 with pseudo-sequence HLA-B39:01. (4) The peptide sequence is EEKKFGAEV. The MHC is Mamu-B03 with pseudo-sequence Mamu-B03. The binding affinity (normalized) is 0. (5) The peptide sequence is FVADYLARF. The MHC is HLA-B35:01 with pseudo-sequence HLA-B35:01. The binding affinity (normalized) is 0.872. (6) The peptide sequence is IYTVIYYIF. The MHC is HLA-A02:01 with pseudo-sequence HLA-A02:01. The binding affinity (normalized) is 0.0847.